From a dataset of Forward reaction prediction with 1.9M reactions from USPTO patents (1976-2016). Predict the product of the given reaction. (1) Given the reactants [N:1]([C@@H:4]1[C:9]([F:11])([F:10])[CH2:8][CH2:7][CH2:6][C@H:5]1[NH:12][C:13](=[O:19])[O:14][C:15]([CH3:18])([CH3:17])[CH3:16])=[N+]=[N-], predict the reaction product. The product is: [NH2:1][C@@H:4]1[C:9]([F:11])([F:10])[CH2:8][CH2:7][CH2:6][C@H:5]1[NH:12][C:13](=[O:19])[O:14][C:15]([CH3:17])([CH3:16])[CH3:18]. (2) Given the reactants OO.[CH3:3][O:4][C:5]1[C:10]([C:11]2[CH:12]=[C:13]([CH:16]=[CH:17][C:18]=2[O:19][C:20]2[CH:25]=[CH:24][CH:23]=[CH:22][CH:21]=2)[C:14]#[N:15])=[CH:9][CH:8]=[CH:7][N:6]=1.C(=O)([O-])[O-:27].[K+].[K+], predict the reaction product. The product is: [CH3:3][O:4][C:5]1[C:10]([C:11]2[CH:12]=[C:13]([CH:16]=[CH:17][C:18]=2[O:19][C:20]2[CH:25]=[CH:24][CH:23]=[CH:22][CH:21]=2)[C:14]([NH2:15])=[O:27])=[CH:9][CH:8]=[CH:7][N:6]=1.